Dataset: Peptide-MHC class II binding affinity with 134,281 pairs from IEDB. Task: Regression. Given a peptide amino acid sequence and an MHC pseudo amino acid sequence, predict their binding affinity value. This is MHC class II binding data. (1) The binding affinity (normalized) is 0.336. The MHC is H-2-IAd with pseudo-sequence H-2-IAd. The peptide sequence is SLMRGLSSRKRRSHD. (2) The peptide sequence is AFIKDGDNLFPKV. The MHC is DRB1_0401 with pseudo-sequence DRB1_0401. The binding affinity (normalized) is 0.533. (3) The peptide sequence is IIELFTAKGFTVQEM. The binding affinity (normalized) is 0.491. The MHC is DRB1_0405 with pseudo-sequence DRB1_0405. (4) The peptide sequence is LDKSYFTNAALRNLC. The MHC is DRB1_0101 with pseudo-sequence DRB1_0101. The binding affinity (normalized) is 0.853. (5) The MHC is HLA-DQA10101-DQB10501 with pseudo-sequence HLA-DQA10101-DQB10501. The peptide sequence is YEAFVLHFSEALHII. The binding affinity (normalized) is 0.815. (6) The peptide sequence is HMARELHPEYYKDC. The MHC is DRB5_0101 with pseudo-sequence DRB5_0101. The binding affinity (normalized) is 0.111.